Dataset: CYP2C19 inhibition data for predicting drug metabolism from PubChem BioAssay. Task: Regression/Classification. Given a drug SMILES string, predict its absorption, distribution, metabolism, or excretion properties. Task type varies by dataset: regression for continuous measurements (e.g., permeability, clearance, half-life) or binary classification for categorical outcomes (e.g., BBB penetration, CYP inhibition). Dataset: cyp2c19_veith. (1) The compound is OCc1cc([C@@H](O)CNCCCCCCOCCCCc2ccccc2)ccc1O. The result is 0 (non-inhibitor). (2) The molecule is Cc1ccc2nc(SCc3ccc([N+](=O)[O-])cc3)[nH]c2c1. The result is 1 (inhibitor).